This data is from Reaction yield outcomes from USPTO patents with 853,638 reactions. The task is: Predict the reaction yield, written as a fraction of the theoretical maximum amount of product (1.0 means a 100% yield; for example, 0.34 means a 34% yield). (1) The reactants are O=P(Cl)(Cl)Cl.[CH2:6]([O:13][C:14]([N:16]1[CH2:21][CH2:20][C:19](=O)[CH:18]([NH:23][C:24]([C:26]2[CH:31]=[CH:30][CH:29]=[CH:28][N:27]=2)=[O:25])[CH2:17]1)=[O:15])[C:7]1[CH:12]=[CH:11][CH:10]=[CH:9][CH:8]=1. The catalyst is O1CCOCC1. The product is [N:27]1[CH:28]=[CH:29][CH:30]=[CH:31][C:26]=1[C:24]1[O:25][C:19]2[CH2:20][CH2:21][N:16]([C:14]([O:13][CH2:6][C:7]3[CH:12]=[CH:11][CH:10]=[CH:9][CH:8]=3)=[O:15])[CH2:17][C:18]=2[N:23]=1. The yield is 0.510. (2) The reactants are CC(OI1(OC(C)=O)(OC(C)=O)OC(=O)C2C=CC=CC1=2)=O.[OH:23][C@@H:24]1[C@H:28]2[N:29]([C:34]([O:36][CH2:37][CH:38]3[C:50]4[CH:49]=[CH:48][CH:47]=[CH:46][C:45]=4[C:44]4[C:39]3=[CH:40][CH:41]=[CH:42][CH:43]=4)=[O:35])[CH2:30][C@H:31]([S:32][CH3:33])[C@H:27]2[O:26][CH2:25]1. The catalyst is ClCCl. The product is [CH3:33][S:32][C@H:31]1[CH2:30][N:29]([C:34]([O:36][CH2:37][CH:38]2[C:39]3[CH:40]=[CH:41][CH:42]=[CH:43][C:44]=3[C:45]3[C:50]2=[CH:49][CH:48]=[CH:47][CH:46]=3)=[O:35])[C@@H:28]2[C:24](=[O:23])[CH2:25][O:26][C@H:27]12. The yield is 0.870.